Dataset: Reaction yield outcomes from USPTO patents with 853,638 reactions. Task: Predict the reaction yield, written as a fraction of the theoretical maximum amount of product (1.0 means a 100% yield; for example, 0.34 means a 34% yield). (1) The reactants are [C:1]([C:4]1[N:9]=[N:8][C:7]([NH:10][C@@H:11]2[CH2:16][CH2:15][CH2:14][CH2:13][C@@H:12]2[NH:17]C(=O)OC(C)(C)C)=[CH:6][C:5]=1[NH:25][C:26]1[CH:31]=[CH:30][C:29]([O:32][CH3:33])=[C:28]([CH:34]([CH3:36])[CH3:35])[N:27]=1)(=[O:3])[NH2:2].FC(F)(F)C(O)=O. The product is [NH2:17][C@H:12]1[CH2:13][CH2:14][CH2:15][CH2:16][C@H:11]1[NH:10][C:7]1[N:8]=[N:9][C:4]([C:1]([NH2:2])=[O:3])=[C:5]([NH:25][C:26]2[CH:31]=[CH:30][C:29]([O:32][CH3:33])=[C:28]([CH:34]([CH3:36])[CH3:35])[N:27]=2)[CH:6]=1. The yield is 0.540. The catalyst is ClCCl. (2) The reactants are [F:1][C:2]1([F:52])[CH2:7][C@H:6]([O:8][C:9]2[C:14]([CH3:15])=[CH:13][C:12]([S:16]([N:19](CC3C=CC(OC)=CC=3OC)[C:20]3[CH:25]=[CH:24][N:23]=[CH:22][N:21]=3)(=[O:18])=[O:17])=[C:11]([F:37])[CH:10]=2)[C@@H:5]([C:38]2[CH:39]=[N:40][N:41](CC3C=CC(OC)=CC=3)[CH:42]=2)[CH2:4][CH2:3]1.C([SiH](CC)CC)C.FC(F)(F)C(O)=O. The catalyst is ClCCl. The product is [F:52][C:2]1([F:1])[CH2:7][C@H:6]([O:8][C:9]2[C:14]([CH3:15])=[CH:13][C:12]([S:16]([NH:19][C:20]3[CH:25]=[CH:24][N:23]=[CH:22][N:21]=3)(=[O:17])=[O:18])=[C:11]([F:37])[CH:10]=2)[C@@H:5]([C:38]2[CH:42]=[N:41][NH:40][CH:39]=2)[CH2:4][CH2:3]1. The yield is 0.940. (3) The reactants are COC1C=CC(C[N:8]2[C:12]([NH:13][C:14](=[O:26])[CH2:15][C:16]3[C:25]4[C:20](=[CH:21][CH:22]=[CH:23][CH:24]=4)[CH:19]=[CH:18][CH:17]=3)=[CH:11][C:10]([CH:27]3[CH2:30][CH:29]([C:31]4[CH:36]=[CH:35][CH:34]=[CH:33][CH:32]=4)[CH2:28]3)=[N:9]2)=CC=1.C1(OC)C=CC=CC=1. The catalyst is FC(F)(F)C(O)=O. The product is [C:16]1([CH2:15][C:14]([NH:13][C:12]2[CH:11]=[C:10]([C@H:27]3[CH2:30][C@@H:29]([C:31]4[CH:36]=[CH:35][CH:34]=[CH:33][CH:32]=4)[CH2:28]3)[NH:9][N:8]=2)=[O:26])[C:25]2[C:20](=[CH:21][CH:22]=[CH:23][CH:24]=2)[CH:19]=[CH:18][CH:17]=1. The yield is 0.890. (4) The reactants are [CH:1]([C:4]1[N:5]=[C:6]2[CH:11]=[C:10]([C:12]([OH:14])=O)[CH:9]=[CH:8][N:7]2[CH:15]=1)([CH3:3])[CH3:2].CCN=C=NCCCN(C)C.Cl.C1C=CC2N(O)N=NC=2C=1.O.[CH2:39]([NH:41][CH2:42][CH3:43])[CH3:40].[I:44]N1C(=O)CCC1=O. The catalyst is CN(C=O)C. The product is [CH2:39]([N:41]([CH2:42][CH3:43])[C:12]([C:10]1[CH:9]=[CH:8][N:7]2[C:15]([I:44])=[C:4]([CH:1]([CH3:2])[CH3:3])[N:5]=[C:6]2[CH:11]=1)=[O:14])[CH3:40]. The yield is 0.990. (5) The reactants are [N:1]1[N:2]=[C:3]([C:10]2[CH:19]=[CH:18][C:17]3[C:12](=[C:13]([O:20][C@H:21]4[CH2:26][CH2:25][N:24]([C:27]([O:29][C:30]([CH3:33])([CH3:32])[CH3:31])=[O:28])[C@H:23]([C:34](O)=[O:35])[CH2:22]4)[CH:14]=[CH:15][CH:16]=3)[N:11]=2)[N:4]2[CH:9]=[CH:8][CH:7]=[CH:6][C:5]=12. The catalyst is C1COCC1.CO. The product is [N:1]1[N:2]=[C:3]([C:10]2[CH:19]=[CH:18][C:17]3[C:12](=[C:13]([O:20][C@H:21]4[CH2:26][CH2:25][N:24]([C:27]([O:29][C:30]([CH3:31])([CH3:32])[CH3:33])=[O:28])[C@H:23]([CH2:34][OH:35])[CH2:22]4)[CH:14]=[CH:15][CH:16]=3)[N:11]=2)[N:4]2[CH:9]=[CH:8][CH:7]=[CH:6][C:5]=12. The yield is 0.490. (6) The reactants are [OH:1][C@@H:2]([CH2:17][N:18]1[CH2:23][CH2:22][O:21][CH2:20][CH2:19]1)[CH2:3][N:4]1[CH2:9][CH2:8][C:7]2[NH:10][C:11]([CH:14]=O)=[C:12]([CH3:13])[C:6]=2[C:5]1=[O:16].[Br:24][C:25]1[CH:33]=[CH:32][CH:31]=[C:30]2[C:26]=1[CH2:27][C:28](=[O:34])[NH:29]2. No catalyst specified. The product is [Br:24][C:25]1[CH:33]=[CH:32][CH:31]=[C:30]2[C:26]=1/[C:27](=[CH:14]/[C:11]1[NH:10][C:7]3[CH2:8][CH2:9][N:4]([CH2:3][C@@H:2]([OH:1])[CH2:17][N:18]4[CH2:19][CH2:20][O:21][CH2:22][CH2:23]4)[C:5](=[O:16])[C:6]=3[C:12]=1[CH3:13])/[C:28](=[O:34])[NH:29]2. The yield is 0.745.